Regression/Classification. Given a drug SMILES string, predict its absorption, distribution, metabolism, or excretion properties. Task type varies by dataset: regression for continuous measurements (e.g., permeability, clearance, half-life) or binary classification for categorical outcomes (e.g., BBB penetration, CYP inhibition). Dataset: rlm. From a dataset of Rat liver microsome stability data. (1) The compound is Cn1cc2c(Nc3nc(N[C@@H]4CCOC[C@@H]4N)cc4ccnc(O)c34)cccc2n1. The result is 1 (stable in rat liver microsomes). (2) The molecule is COc1ccc(-c2ccc3nc(-c4ccccc4C)oc3c2)c(OC)c1OC. The result is 0 (unstable in rat liver microsomes).